Dataset: TCR-epitope binding with 47,182 pairs between 192 epitopes and 23,139 TCRs. Task: Binary Classification. Given a T-cell receptor sequence (or CDR3 region) and an epitope sequence, predict whether binding occurs between them. (1) The epitope is GTITVEELK. The TCR CDR3 sequence is CASRHDPGTSGRVTGELFF. Result: 0 (the TCR does not bind to the epitope). (2) The TCR CDR3 sequence is CASSLSPNYGYTF. The epitope is YEGNSPFHPL. Result: 1 (the TCR binds to the epitope). (3) The epitope is TLVPQEHYV. The TCR CDR3 sequence is CASGRGNTEAFF. Result: 1 (the TCR binds to the epitope). (4) The epitope is KLGGALQAK. The TCR CDR3 sequence is CASTFSFGQNTEAFF. Result: 1 (the TCR binds to the epitope). (5) The epitope is HTTDPSFLGRY. The TCR CDR3 sequence is CASSLVIDEQFF. Result: 1 (the TCR binds to the epitope). (6) The epitope is YLNTLTLAV. The TCR CDR3 sequence is CASSEPVDGGDTEAFF. Result: 1 (the TCR binds to the epitope). (7) The epitope is KTSVDCTMYI. The TCR CDR3 sequence is CASSVGAPETQYF. Result: 0 (the TCR does not bind to the epitope). (8) The epitope is RQLLFVVEV. The TCR CDR3 sequence is CASSFRSSGNTIYF. Result: 0 (the TCR does not bind to the epitope). (9) The epitope is LLLGIGILV. The TCR CDR3 sequence is CASSEGGTGREFDTPLHF. Result: 0 (the TCR does not bind to the epitope).